This data is from CYP3A4 inhibition data for predicting drug metabolism from PubChem BioAssay. The task is: Regression/Classification. Given a drug SMILES string, predict its absorption, distribution, metabolism, or excretion properties. Task type varies by dataset: regression for continuous measurements (e.g., permeability, clearance, half-life) or binary classification for categorical outcomes (e.g., BBB penetration, CYP inhibition). Dataset: cyp3a4_veith. (1) The compound is COc1ccc(C(=O)N2CCC3(CC2)CN(c2ccc(-c4ccccc4)cc2)C3)cc1. The result is 0 (non-inhibitor). (2) The compound is O=C(O)CSCCc1ccccc1. The result is 0 (non-inhibitor). (3) The molecule is COC(=O)[C@@]1(Cc2ccc(F)cc2)[C@H]2c3cc(C(=O)N(C)C)n(Cc4cc(F)c(F)c(F)c4)c3C[C@H]2CN1C(=O)c1ccccc1. The result is 0 (non-inhibitor). (4) The molecule is CC(=O)N(/N=C/c1cccc(C)c1)c1nc(-c2ccc(Br)cc2)cs1. The result is 0 (non-inhibitor).